From a dataset of Full USPTO retrosynthesis dataset with 1.9M reactions from patents (1976-2016). Predict the reactants needed to synthesize the given product. Given the product [C:40]([N:36]1[CH2:37][CH2:38][CH2:39][CH:34]([C:54]2[CH:53]=[CH:52][C:51]([C:48]([NH2:49])=[O:50])=[C:56]([NH:57][C:58]3[CH:63]=[CH:62][C:61]([CH2:64][CH2:65][N:66]4[CH2:67][CH2:68][CH2:69][CH2:70]4)=[CH:60][CH:59]=3)[N:55]=2)[CH2:35]1)(=[O:42])[CH:2]=[CH2:3], predict the reactants needed to synthesize it. The reactants are: Cl[C:2]1N=C(Cl)C=C[C:3]=1C(N)=O.N1(CCC2C=CC(N)=CC=2)CCCC1.CC1(C)C(C)(C)OB([C:34]2[CH2:35][N:36]([C:40]([O:42]C(C)(C)C)=O)[CH2:37][CH2:38][CH:39]=2)O1.[C:48]([C:51]1[CH:52]=[CH:53][C:54](C2CCN(C(OC(C)(C)C)=O)CC=2)=[N:55][C:56]=1[NH:57][C:58]1[CH:63]=[CH:62][C:61]([CH2:64][CH2:65][N:66]2[CH2:70][CH2:69][CH2:68][CH2:67]2)=[CH:60][CH:59]=1)(=[O:50])[NH2:49].